From a dataset of Merck oncology drug combination screen with 23,052 pairs across 39 cell lines. Regression. Given two drug SMILES strings and cell line genomic features, predict the synergy score measuring deviation from expected non-interaction effect. (1) Drug 1: O=C(NOCC(O)CO)c1ccc(F)c(F)c1Nc1ccc(I)cc1F. Drug 2: CC(C)CC(NC(=O)C(Cc1ccccc1)NC(=O)c1cnccn1)B(O)O. Cell line: UACC62. Synergy scores: synergy=-16.4. (2) Drug 1: O=P1(N(CCCl)CCCl)NCCCO1. Drug 2: Cc1nc(Nc2ncc(C(=O)Nc3c(C)cccc3Cl)s2)cc(N2CCN(CCO)CC2)n1. Cell line: LOVO. Synergy scores: synergy=20.8.